This data is from Forward reaction prediction with 1.9M reactions from USPTO patents (1976-2016). The task is: Predict the product of the given reaction. (1) Given the reactants [CH2:1]([O:3][C:4](=[O:39])[CH2:5][CH2:6][CH2:7][O:8][C:9]1[CH:14]=[CH:13][CH:12]=[C:11]([CH2:15][CH2:16][CH2:17][CH2:18][CH2:19][CH2:20][O:21][C:22]2[CH:27]=[C:26]([O:28][CH2:29][CH3:30])[CH:25]=[C:24](Br)[CH:23]=2)[C:10]=1[CH2:32][CH2:33][C:34]([O:36][CH2:37][CH3:38])=[O:35])[CH3:2].[S:40]1[CH:44]=[CH:43][C:42](B(O)O)=[CH:41]1.C(=O)([O-])[O-].[Cs+].[Cs+], predict the reaction product. The product is: [CH2:1]([O:3][C:4](=[O:39])[CH2:5][CH2:6][CH2:7][O:8][C:9]1[CH:14]=[CH:13][CH:12]=[C:11]([CH2:15][CH2:16][CH2:17][CH2:18][CH2:19][CH2:20][O:21][C:22]2[CH:23]=[C:24]([C:42]3[CH:43]=[CH:44][S:40][CH:41]=3)[CH:25]=[C:26]([O:28][CH2:29][CH3:30])[CH:27]=2)[C:10]=1[CH2:32][CH2:33][C:34]([O:36][CH2:37][CH3:38])=[O:35])[CH3:2]. (2) Given the reactants C[O:2][C:3]1[CH:8]=[C:7]([C:9]2[N:14]3[N:15]=[CH:16][N:17]=[C:13]3[C:12]([NH:18][C:19]3[CH:34]=[CH:33][C:22]([C:23]([NH:25][CH2:26][C:27]4[CH:28]=[N:29][CH:30]=[CH:31][CH:32]=4)=[O:24])=[CH:21][CH:20]=3)=[CH:11][CH:10]=2)[CH:6]=[CH:5][N:4]=1.Cl.N1C=CC=CC=1, predict the reaction product. The product is: [O:2]=[C:3]1[CH:8]=[C:7]([C:9]2[N:14]3[N:15]=[CH:16][N:17]=[C:13]3[C:12]([NH:18][C:19]3[CH:20]=[CH:21][C:22]([C:23]([NH:25][CH2:26][C:27]4[CH:28]=[N:29][CH:30]=[CH:31][CH:32]=4)=[O:24])=[CH:33][CH:34]=3)=[CH:11][CH:10]=2)[CH:6]=[CH:5][NH:4]1. (3) Given the reactants C([O:4][C:5]1[C:10]([CH3:11])=[C:9]([CH3:12])[C:8]([OH:13])=[C:7]([C:14](=[O:16])[CH3:15])[C:6]=1[CH3:17])(=O)C.[C:18]1(=O)[CH2:21][CH2:20][CH2:19]1.N1CCCC1.Cl, predict the reaction product. The product is: [OH:4][C:5]1[C:6]([CH3:17])=[C:7]2[C:8](=[C:9]([CH3:12])[C:10]=1[CH3:11])[O:13][C:18]1([CH2:21][CH2:20][CH2:19]1)[CH2:15][C:14]2=[O:16]. (4) Given the reactants [F:1][C:2]1[C:7]([OH:8])=[CH:6][CH:5]=[CH:4][C:3]=1[CH:9]([CH2:14][CH3:15])[CH2:10][C:11]([OH:13])=[O:12].[CH3:16]O.S(=O)(=O)(O)O, predict the reaction product. The product is: [F:1][C:2]1[C:7]([OH:8])=[CH:6][CH:5]=[CH:4][C:3]=1[CH:9]([CH2:14][CH3:15])[CH2:10][C:11]([O:13][CH3:16])=[O:12]. (5) Given the reactants [Cl:1][C:2]1[CH:38]=[N:37][C:5]2[N:6](S(C3C=CC=CC=3)(=O)=O)[C:7]3[C:12]([C:4]=2[CH:3]=1)=[CH:11][C:10]([C:13]1[CH:27]=[CH:26][C:16]([O:17][CH2:18][CH2:19][CH2:20][N:21]([CH2:24][CH3:25])[CH2:22][CH3:23])=[CH:15][CH:14]=1)=[CH:9][CH:8]=3, predict the reaction product. The product is: [Cl:1][C:2]1[CH:38]=[N:37][C:5]2[NH:6][C:7]3[C:12]([C:4]=2[CH:3]=1)=[CH:11][C:10]([C:13]1[CH:27]=[CH:26][C:16]([O:17][CH2:18][CH2:19][CH2:20][N:21]([CH2:22][CH3:23])[CH2:24][CH3:25])=[CH:15][CH:14]=1)=[CH:9][CH:8]=3. (6) Given the reactants FC(F)(F)C(O)=O.[O:8]1[C:14]2[CH:15]=[CH:16][C:17]([C:19]3[CH:20]=[C:21]4[N:27]([C:28]([O:30][CH2:31][CH:32]([CH3:34])[CH3:33])=[O:29])[CH:26]=[N:25][C:22]4=[N:23][CH:24]=3)=[CH:18][C:13]=2[CH2:12][NH:11][CH2:10][CH2:9]1.[F:35][C:36]1[CH:37]=[C:38]([CH:42]2[CH2:47][C:46](=[O:48])[CH2:45][CH2:44][N:43]2[C:49](Cl)=[O:50])[CH:39]=[CH:40][CH:41]=1.C(N(C(C)C)CC)(C)C, predict the reaction product. The product is: [F:35][C:36]1[CH:37]=[C:38]([CH:42]2[CH2:47][C:46](=[O:48])[CH2:45][CH2:44][N:43]2[C:49]([N:11]2[CH2:12][C:13]3[CH:18]=[C:17]([C:19]4[CH:20]=[C:21]5[N:27]([C:28]([O:30][CH2:31][CH:32]([CH3:34])[CH3:33])=[O:29])[CH:26]=[N:25][C:22]5=[N:23][CH:24]=4)[CH:16]=[CH:15][C:14]=3[O:8][CH2:9][CH2:10]2)=[O:50])[CH:39]=[CH:40][CH:41]=1. (7) Given the reactants Cl.Cl.[CH2:3]([O:5][C:6](=[O:14])[C@H:7]([CH2:9][CH2:10][CH2:11][CH2:12][NH2:13])[NH2:8])[CH3:4].C(N([CH2:20][CH3:21])CC)C.[C:22]([O:47]N1C(=O)CCC1=O)(=O)[CH2:23][CH2:24][CH2:25][CH2:26][CH2:27][CH2:28][CH2:29][CH2:30][CH2:31][CH2:32][CH2:33][CH2:34][CH2:35]/[CH:36]=[CH:37]\[CH2:38][CH2:39][CH2:40][CH2:41][CH2:42][CH2:43][CH2:44][CH3:45], predict the reaction product. The product is: [CH2:3]([O:5][C:6](=[O:14])[C@H:7]([CH2:9][CH2:10][CH2:11][CH2:12][NH:13][C:22](=[O:47])[CH2:23][CH2:24][CH2:25][CH2:26][CH2:27][CH2:28][CH2:29][CH2:30][CH2:31][CH2:32][CH2:33][CH2:34][CH2:35]/[CH:36]=[CH:37]\[CH2:38][CH2:39][CH2:40][CH2:41][CH2:42][CH2:43][CH2:20][CH3:21])[NH:8][C:22](=[O:47])[CH2:23][CH2:24][CH2:25][CH2:26][CH2:27][CH2:28][CH2:29][CH2:30][CH2:31][CH2:32][CH2:33][CH2:34][CH2:35]/[CH:36]=[CH:37]\[CH2:38][CH2:39][CH2:40][CH2:41][CH2:42][CH2:43][CH2:44][CH3:45])[CH3:4]. (8) Given the reactants [CH2:1]1[CH:6]2[CH2:7][N:8]3[C:13](=[O:14])[C:12]([OH:15])=[C:11]([C:16]([NH:18][CH2:19][C:20]4[CH:25]=[CH:24][C:23]([F:26])=[CH:22][CH:21]=4)=[O:17])[N:10]=[C:9]3[C:3]([NH:27]C(OCC3C=CC=CC=3)=O)([CH2:4][O:5]2)[CH2:2]1, predict the reaction product. The product is: [CH2:1]1[CH:6]2[CH2:7][N:8]3[C:13](=[O:14])[C:12]([OH:15])=[C:11]([C:16]([NH:18][CH2:19][C:20]4[CH:21]=[CH:22][C:23]([F:26])=[CH:24][CH:25]=4)=[O:17])[N:10]=[C:9]3[C:3]([NH2:27])([CH2:4][O:5]2)[CH2:2]1. (9) Given the reactants [NH2:1][C@@H:2]1[CH2:7][CH2:6][CH2:5][CH2:4][C@@H:3]1[N:8]1[C:12]([C:13]2[CH:18]=[CH:17][CH:16]=[CH:15][CH:14]=2)=[C:11]([C:19]([O:21][CH2:22][CH3:23])=[O:20])[N:10]=[CH:9]1.C(N(CC)CC)C.Cl[C:32]([O:34][CH2:35][C:36]1[CH:41]=[CH:40][CH:39]=[CH:38][CH:37]=1)=[O:33], predict the reaction product. The product is: [CH2:35]([O:34][C:32]([NH:1][C@@H:2]1[CH2:7][CH2:6][CH2:5][CH2:4][C@@H:3]1[N:8]1[C:12]([C:13]2[CH:18]=[CH:17][CH:16]=[CH:15][CH:14]=2)=[C:11]([C:19]([O:21][CH2:22][CH3:23])=[O:20])[N:10]=[CH:9]1)=[O:33])[C:36]1[CH:41]=[CH:40][CH:39]=[CH:38][CH:37]=1. (10) Given the reactants Br[C:2]1[CH:8]=[CH:7][C:5]([NH2:6])=[C:4]([F:9])[CH:3]=1.[NH:10]1[CH:14]=[N:13][CH:12]=[N:11]1.C(=O)([O-])[O-].[K+].[K+].O, predict the reaction product. The product is: [F:9][C:4]1[CH:3]=[C:2]([N:10]2[CH:14]=[N:13][CH:12]=[N:11]2)[CH:8]=[CH:7][C:5]=1[NH2:6].